From a dataset of Reaction yield outcomes from USPTO patents with 853,638 reactions. Predict the reaction yield, written as a fraction of the theoretical maximum amount of product (1.0 means a 100% yield; for example, 0.34 means a 34% yield). (1) The product is [Cl:43][C:19]1[CH:18]=[CH:17][C:16]([C:21]2[O:27][C:24]([CH2:25][NH:1][C:2]3[CH:3]=[CH:4][C:5]([C@@H:8]4[CH2:10][C@H:9]4[C:11]([OH:13])=[O:12])=[CH:6][CH:7]=3)=[CH:23][CH:22]=2)=[CH:15][CH:20]=1. No catalyst specified. The reactants are [NH2:1][C:2]1[CH:7]=[CH:6][C:5]([C@@H:8]2[CH2:10][C@H:9]2[C:11]([OH:13])=[O:12])=[CH:4][CH:3]=1.Cl[C:15]1[CH:20]=[CH:19][CH:18]=[CH:17][C:16]=1[C:21]1[O:27][C:24]([CH:25]=O)=[CH:23][CH:22]=1.C(O[BH-](OC(=O)C)OC(=O)C)(=O)C.[Na+].O.[Cl:43]C(Cl)C. The yield is 0.600. (2) The reactants are [C:1]([N:4]1[CH2:9][CH2:8][N:7]2[N:10]=[C:11]([NH:13][C:14]3[C:15](=[O:22])[N:16]([CH3:21])[CH:17]=[C:18](Br)[CH:19]=3)[CH:12]=[C:6]2[CH2:5]1)(=[O:3])[CH3:2].[C:23]([O:26][CH2:27][C:28]1[C:29]([N:37]2[CH2:48][CH2:47][N:46]3[C:39](=[CH:40][C:41]4[CH2:42][C:43]([CH3:50])([CH3:49])[CH2:44][C:45]=43)[C:38]2=[O:51])=[N:30][CH:31]=[CH:32][C:33]=1B(O)O)(=[O:25])[CH3:24].C([O-])(=O)C.[Na+].[O-]P([O-])([O-])=O.[K+].[K+].[K+]. The catalyst is C1C=CC(P(C2C=CC=CC=2)[C-]2C=CC=C2)=CC=1.C1C=CC(P(C2C=CC=CC=2)[C-]2C=CC=C2)=CC=1.Cl[Pd]Cl.[Fe+2].C(#N)C.O. The product is [C:23]([O:26][CH2:27][C:28]1[C:29]([N:37]2[CH2:48][CH2:47][N:46]3[C:39](=[CH:40][C:41]4[CH2:42][C:43]([CH3:50])([CH3:49])[CH2:44][C:45]=43)[C:38]2=[O:51])=[N:30][CH:31]=[CH:32][C:33]=1[C:18]1[CH:19]=[C:14]([NH:13][C:11]2[CH:12]=[C:6]3[CH2:5][N:4]([C:1](=[O:3])[CH3:2])[CH2:9][CH2:8][N:7]3[N:10]=2)[C:15](=[O:22])[N:16]([CH3:21])[CH:17]=1)(=[O:25])[CH3:24]. The yield is 0.560. (3) The reactants are Br[CH2:2][C:3]([C:5]1[CH:14]=[CH:13][CH:12]=[C:11]2[C:6]=1[N:7]=[C:8]([NH:16][CH2:17][C:18]([F:21])([F:20])[F:19])[C:9]([CH3:15])=[N:10]2)=O.[NH:22]1[CH2:27][CH2:26][C:25](=O)[CH2:24][C:23]1=[O:29].CC#[N:32].O.C(O)(C(F)(F)F)=O. The catalyst is CCO.CS(C)=O. The product is [CH3:15][C:9]1[C:8]([NH:16][CH2:17][C:18]([F:21])([F:20])[F:19])=[N:7][C:6]2[C:11](=[CH:12][CH:13]=[CH:14][C:5]=2[C:3]2[NH:32][C:25]3[CH2:26][CH2:27][NH:22][C:23](=[O:29])[C:24]=3[CH:2]=2)[N:10]=1. The yield is 0.0600. (4) The reactants are CCN(CC)CC.[C:16](O[C:16]([O:18][C:19]([CH3:22])([CH3:21])[CH3:20])=[O:17])([O:18][C:19]([CH3:22])([CH3:21])[CH3:20])=[O:17].[NH2:23][C:24]1[S:25][C:26]([C:29]([O:31][CH2:32][CH3:33])=[O:30])=[CH:27][N:28]=1. The catalyst is CN(C1C=CN=CC=1)C.C1COCC1. The product is [C:19]([O:18][C:16]([NH:23][C:24]1[S:25][C:26]([C:29]([O:31][CH2:32][CH3:33])=[O:30])=[CH:27][N:28]=1)=[O:17])([CH3:20])([CH3:21])[CH3:22]. The yield is 0.900. (5) The reactants are [F:1][C:2]([F:26])([F:25])[CH:3]([C:16]1[CH:21]=[C:20]([Cl:22])[C:19]([Cl:23])=[C:18]([Cl:24])[CH:17]=1)/[CH:4]=[CH:5]/[C:6]1[CH:7]=[C:8]2[C:12](=[CH:13][CH:14]=1)[CH:11]([NH2:15])[CH2:10][CH2:9]2.[F:27][C:28]([F:34])([F:33])[CH2:29][C:30](O)=[O:31].CCN=C=NCCCN(C)C.Cl.C1C=CC2N(O)N=NC=2C=1.O.CCN(C(C)C)C(C)C. The catalyst is C(Cl)Cl. The product is [F:27][C:28]([F:34])([F:33])[CH2:29][C:30]([NH:15][CH:11]1[C:12]2[C:8](=[CH:7][C:6](/[CH:5]=[CH:4]/[CH:3]([C:16]3[CH:17]=[C:18]([Cl:24])[C:19]([Cl:23])=[C:20]([Cl:22])[CH:21]=3)[C:2]([F:1])([F:25])[F:26])=[CH:14][CH:13]=2)[CH2:9][CH2:10]1)=[O:31]. The yield is 0.650.